Task: Predict the reaction yield, written as a fraction of the theoretical maximum amount of product (1.0 means a 100% yield; for example, 0.34 means a 34% yield).. Dataset: Reaction yield outcomes from USPTO patents with 853,638 reactions (1) The reactants are [Cl:1][C:2]1[CH:25]=[CH:24][C:5]([CH2:6][NH:7][C:8]([C:10]2[C:19](=[O:20])[C:18]3[C:13](=[CH:14][CH:15]=[C:16]([CH2:21]O)[CH:17]=3)[N:12]([CH3:23])[N:11]=2)=[O:9])=[CH:4][CH:3]=1.N1C(C)=CC(C)=CC=1C.CS(Cl)(=O)=O.[NH:40]1[CH2:45][CH2:44][O:43][CH2:42][CH2:41]1. The catalyst is CN(C1C=CN=CC=1)C.CN(C=O)C.O. The product is [Cl:1][C:2]1[CH:3]=[CH:4][C:5]([CH2:6][NH:7][C:8]([C:10]2[C:19](=[O:20])[C:18]3[C:13](=[CH:14][CH:15]=[C:16]([CH2:21][N:40]4[CH2:45][CH2:44][O:43][CH2:42][CH2:41]4)[CH:17]=3)[N:12]([CH3:23])[N:11]=2)=[O:9])=[CH:24][CH:25]=1. The yield is 0.460. (2) The catalyst is C1COCC1. The yield is 0.670. The reactants are [NH:1]1[C:9]2[C:4](=[CH:5][CH:6]=[CH:7][CH:8]=2)[CH:3]=[N:2]1.[CH2:10]1[O:13][C@H:11]1[CH3:12].CC(C)([O-])C.[K+].CC(O)(C)C. The product is [N:1]1([CH2:10][C@H:11]([CH3:12])[OH:13])[C:9]2[C:4](=[CH:5][CH:6]=[CH:7][CH:8]=2)[CH:3]=[N:2]1. (3) The reactants are [I:1][C:2]1[CH:7]=[CH:6][CH:5]=[CH:4][C:3]=1[OH:8].F[C:10]1[CH:15]=[CH:14][CH:13]=[CH:12][C:11]=1[N+:16]([O-:18])=[O:17].C([O-])([O-])=O.[K+].[K+].[F-].[Cs+]. The catalyst is CS(C)=O. The product is [I:1][C:2]1[CH:7]=[CH:6][CH:5]=[CH:4][C:3]=1[O:8][C:10]1[CH:15]=[CH:14][CH:13]=[CH:12][C:11]=1[N+:16]([O-:18])=[O:17]. The yield is 0.930. (4) The reactants are C(OC([N:8]1[CH2:13][CH2:12][CH:11]([O:14][C:15]2[C:16]([C:30]([OH:32])=[O:31])=[N:17][N:18]([C:22]3[CH:27]=[CH:26][C:25]([Cl:28])=[C:24]([Cl:29])[CH:23]=3)[C:19](=[O:21])[CH:20]=2)[CH2:10][CH2:9]1)=O)(C)(C)C.Cl.O1CCOCC1.CCOCC. The catalyst is C(Cl)Cl. The product is [ClH:28].[Cl:29][C:24]1[CH:23]=[C:22]([N:18]2[C:19](=[O:21])[CH:20]=[C:15]([O:14][CH:11]3[CH2:10][CH2:9][NH:8][CH2:13][CH2:12]3)[C:16]([C:30]([OH:32])=[O:31])=[N:17]2)[CH:27]=[CH:26][C:25]=1[Cl:28]. The yield is 1.00. (5) The reactants are [C:1]([O:4][CH2:5][C:6]1[C:11](B2OC(C)(C)C(C)(C)O2)=[CH:10][CH:9]=[CH:8][C:7]=1[N:21]1[CH2:33][CH2:32][N:24]2[C:25]3[CH2:26][CH2:27][CH2:28][CH2:29][C:30]=3[CH:31]=[C:23]2[C:22]1=[O:34])(=[O:3])[CH3:2].Br[C:36]1[CH:37]=[C:38]([NH:44][C:45]2[CH:50]=[CH:49][N:48]=[C:47]([CH3:51])[N:46]=2)[C:39](=[O:43])[N:40]([CH3:42])[CH:41]=1. No catalyst specified. The product is [C:1]([O:4][CH2:5][C:6]1[C:7]([N:21]2[CH2:33][CH2:32][N:24]3[C:25]4[CH2:26][CH2:27][CH2:28][CH2:29][C:30]=4[CH:31]=[C:23]3[C:22]2=[O:34])=[CH:8][CH:9]=[CH:10][C:11]=1[C:36]1[CH:37]=[C:38]([NH:44][C:45]2[CH:50]=[CH:49][N:48]=[C:47]([CH3:51])[N:46]=2)[C:39](=[O:43])[N:40]([CH3:42])[CH:41]=1)(=[O:3])[CH3:2]. The yield is 0.700.